From a dataset of Full USPTO retrosynthesis dataset with 1.9M reactions from patents (1976-2016). Predict the reactants needed to synthesize the given product. (1) Given the product [CH2:1]([O:8][CH:9]1[CH2:12][CH:11]([O:13][CH2:17][C:18]2[C:19]([C:26]3[C:27]([Cl:33])=[CH:28][CH:29]=[CH:30][C:31]=3[Cl:32])=[N:20][O:21][C:22]=2[CH:23]2[CH2:25][CH2:24]2)[CH2:10]1)[C:2]1[CH:7]=[CH:6][CH:5]=[CH:4][CH:3]=1, predict the reactants needed to synthesize it. The reactants are: [CH2:1]([O:8][CH:9]1[CH2:12][CH:11]([OH:13])[CH2:10]1)[C:2]1[CH:7]=[CH:6][CH:5]=[CH:4][CH:3]=1.[H-].[Na+].Cl[CH2:17][C:18]1[C:19]([C:26]2[C:31]([Cl:32])=[CH:30][CH:29]=[CH:28][C:27]=2[Cl:33])=[N:20][O:21][C:22]=1[CH:23]1[CH2:25][CH2:24]1. (2) Given the product [F:1][C:2]([F:7])([F:6])[C:3]([OH:5])=[O:4].[CH3:8][CH:9]1[CH2:14][CH2:13][C:12]([C:15]2[CH:20]=[C:19]([CH:21]3[CH2:22][CH2:23][N:24]([CH2:43][C:38]4[CH:39]=[CH:40][CH:41]=[CH:42][N:37]=4)[CH2:25][CH2:26]3)[CH:18]=[CH:17][C:16]=2[NH:27][C:28]([C:30]2[NH:31][CH:32]=[C:33]([C:35]#[N:36])[N:34]=2)=[O:29])=[CH:11][CH2:10]1, predict the reactants needed to synthesize it. The reactants are: [F:1][C:2]([F:7])([F:6])[C:3]([OH:5])=[O:4].[CH3:8][CH:9]1[CH2:14][CH2:13][C:12]([C:15]2[CH:20]=[C:19]([CH:21]3[CH2:26][CH2:25][NH:24][CH2:23][CH2:22]3)[CH:18]=[CH:17][C:16]=2[NH:27][C:28]([C:30]2[NH:31][CH:32]=[C:33]([C:35]#[N:36])[N:34]=2)=[O:29])=[CH:11][CH2:10]1.[N:37]1[CH:42]=[CH:41][CH:40]=[CH:39][C:38]=1[CH:43]=O. (3) The reactants are: [OH-].[K+].[I:3][C:4]1[CH:5]=[C:6]([CH:9]=[O:10])[NH:7][CH:8]=1.Br[CH2:12][CH2:13][OH:14].C(O)(=O)C. Given the product [OH:14][CH2:13][CH2:12][N:7]1[CH:8]=[C:4]([I:3])[CH:5]=[C:6]1[CH:9]=[O:10], predict the reactants needed to synthesize it. (4) Given the product [Br:1][C:2]1[CH:3]=[C:4]([O:9][CH2:10][CH3:11])[C:5]([CH3:8])=[N+:6]([O-:20])[CH:7]=1, predict the reactants needed to synthesize it. The reactants are: [Br:1][C:2]1[CH:3]=[C:4]([O:9][CH2:10][CH3:11])[C:5]([CH3:8])=[N:6][CH:7]=1.C1C=C(Cl)C=C(C(OO)=[O:20])C=1. (5) Given the product [Cl:20][C:21]1[CH:29]=[CH:28][C:24]([C:25]([NH:1][C:2]2[CH:3]=[CH:4][C:5]([O:18][CH3:19])=[C:6]([NH:8][C:9](=[O:17])[CH2:10][N:11]3[CH2:16][CH2:15][O:14][CH2:13][CH2:12]3)[CH:7]=2)=[O:26])=[CH:23][N:22]=1, predict the reactants needed to synthesize it. The reactants are: [NH2:1][C:2]1[CH:3]=[CH:4][C:5]([O:18][CH3:19])=[C:6]([NH:8][C:9](=[O:17])[CH2:10][N:11]2[CH2:16][CH2:15][O:14][CH2:13][CH2:12]2)[CH:7]=1.[Cl:20][C:21]1[CH:29]=[CH:28][C:24]([C:25](O)=[O:26])=[CH:23][N:22]=1.C(N(C(C)C)CC)(C)C.O. (6) Given the product [F:21][C:22]1[CH:27]=[CH:26][C:25]([NH:28][C:29]([C:31]2([C:34]([NH2:1])=[O:36])[CH2:33][CH2:32]2)=[O:30])=[CH:24][CH:23]=1, predict the reactants needed to synthesize it. The reactants are: [NH2:1]C1C(F)=CC(OC2C=CN=C(NC(=O)C)N=2)=C(F)C=1.[F:21][C:22]1[CH:27]=[CH:26][C:25]([NH:28][C:29]([C:31]2([C:34]([OH:36])=O)[CH2:33][CH2:32]2)=[O:30])=[CH:24][CH:23]=1.CN(C(ON1N=NC2C=CC=NC1=2)=[N+](C)C)C.F[P-](F)(F)(F)(F)F.CCN(C(C)C)C(C)C. (7) Given the product [F:1][C:2]1[CH:10]=[CH:9][C:5]([C:6](=[O:8])[CH2:29][C:28]([O:27][CH2:25][CH3:26])=[O:33])=[CH:4][C:3]=1[O:11][CH3:12], predict the reactants needed to synthesize it. The reactants are: [F:1][C:2]1[CH:10]=[CH:9][C:5]([C:6]([OH:8])=O)=[CH:4][C:3]=1[O:11][CH3:12].C1N=CN(C(N2C=NC=C2)=O)C=1.[CH2:25]([O:27][C:28](=[O:33])[CH2:29]C(O)=O)[CH3:26].CCN(CC)CC.[Mg+2].[Cl-].[Cl-].[K]. (8) Given the product [C:24]([C:26]1[CH:31]=[C:30]([CH:29]=[CH:28][CH:27]=1)[O:8][C@H:5]1[CH2:4][N:3]([C:13]([O:15][CH2:16][C:17]2[CH:22]=[CH:21][CH:20]=[CH:19][CH:18]=2)=[O:14])[C@H:2]([CH3:1])[CH2:7][CH2:6]1)(=[O:25])[CH3:23], predict the reactants needed to synthesize it. The reactants are: [CH3:1][C@@H:2]1[CH2:7][CH2:6][C@H:5]([O:8]S(C)(=O)=O)[CH2:4][N:3]1[C:13]([O:15][CH2:16][C:17]1[CH:22]=[CH:21][CH:20]=[CH:19][CH:18]=1)=[O:14].[CH3:23][C:24]([C:26]1[CH:27]=[CH:28][CH:29]=[C:30](O)[CH:31]=1)=[O:25].C(=O)([O-])[O-].[Cs+].[Cs+].